This data is from Full USPTO retrosynthesis dataset with 1.9M reactions from patents (1976-2016). The task is: Predict the reactants needed to synthesize the given product. (1) Given the product [Cl:24][C:25]1[CH:26]=[C:27]([NH:28][C:8]([C:6]2[CH:5]=[CH:4][CH:3]=[C:2]([CH3:1])[N:7]=2)=[O:10])[CH:29]=[CH:30][CH:31]=1, predict the reactants needed to synthesize it. The reactants are: [CH3:1][C:2]1[N:7]=[C:6]([C:8]([OH:10])=O)[CH:5]=[CH:4][CH:3]=1.C(Cl)(=O)C(Cl)=O.C(N(CC)CC)C.[Cl:24][C:25]1[CH:26]=[C:27]([CH:29]=[CH:30][CH:31]=1)[NH2:28]. (2) The reactants are: [CH:1]1([NH2:8])[CH2:6][CH2:5][CH2:4][CH2:3][CH:2]1[NH2:7].Cl.[Br:10][C:11]1[CH:21]=[CH:20][C:14]([C:15](=N)OCC)=[CH:13][CH:12]=1.C([O-])([O-])=O.[Na+].[Na+]. Given the product [Br:10][C:11]1[CH:21]=[CH:20][C:14]([C:15]2[NH:8][CH:1]3[CH2:6][CH2:5][CH2:4][CH2:3][CH:2]3[N:7]=2)=[CH:13][CH:12]=1, predict the reactants needed to synthesize it. (3) Given the product [CH3:1][N:2]1[C:7]2[N:8]=[C:9]([NH:33][CH:34]3[CH2:39][CH2:38][O:37][CH2:36][CH2:35]3)[N:10]=[CH:11][C:6]=2[CH:5]=[C:4]([C:14]2[CH:19]=[C:18]([C:20]3[NH:24][CH:23]=[N:22][N:21]=3)[CH:17]=[CH:16][C:15]=2[CH3:25])[C:3]1=[O:26], predict the reactants needed to synthesize it. The reactants are: [CH3:1][N:2]1[C:7]2[N:8]=[C:9](SC)[N:10]=[CH:11][C:6]=2[CH:5]=[C:4]([C:14]2[CH:19]=[C:18]([C:20]3[NH:24][CH:23]=[N:22][N:21]=3)[CH:17]=[CH:16][C:15]=2[CH3:25])[C:3]1=[O:26].OOS([O-])=O.[K+].[NH2:33][CH:34]1[CH2:39][CH2:38][O:37][CH2:36][CH2:35]1.